From a dataset of Full USPTO retrosynthesis dataset with 1.9M reactions from patents (1976-2016). Predict the reactants needed to synthesize the given product. (1) The reactants are: [CH3:1][N:2]([CH3:19])[C:3]1([C:13]2[CH:18]=[CH:17][CH:16]=[CH:15][CH:14]=2)[CH2:8][CH2:7][CH:6]([NH:9][CH2:10][CH2:11][CH3:12])[CH2:5][CH2:4]1.[CH2:20](N(CC)CC)C.[C:27]([Cl:35])(=[O:34])[C:28]1[CH:33]=[CH:32][CH:31]=[CH:30][CH:29]=1.[OH-].[K+]. Given the product [ClH:35].[CH2:13]([C:3]1([N:2]([CH3:1])[CH3:19])[CH2:4][CH2:5][CH:6]([N:9]([CH2:10][CH2:11][CH3:12])[C:27](=[O:34])[C:28]2[CH:33]=[CH:32][CH:31]=[CH:30][CH:29]=2)[CH2:7][CH2:8]1)[C:18]1[CH:17]=[CH:16][CH:15]=[CH:14][CH:20]=1, predict the reactants needed to synthesize it. (2) Given the product [N:6]1[CH:7]=[CH:8][CH:9]=[CH:10][C:5]=1[C:3]1[N:4]=[C:14]([C:13]2[CH:17]=[C:18]([OH:21])[CH:19]=[CH:20][C:12]=2[OH:11])[O:1][N:2]=1, predict the reactants needed to synthesize it. The reactants are: [OH:1][NH:2][C:3]([C:5]1[CH:10]=[CH:9][CH:8]=[CH:7][N:6]=1)=[NH:4].[OH:11][C:12]1[CH:20]=[CH:19][C:18]([OH:21])=[CH:17][C:13]=1[C:14](O)=O. (3) Given the product [C:1]([O:5][C:6]([N:8]1[CH2:9][CH2:10][CH:11]([N:14]2[CH2:18][CH2:17][C@@H:16]([CH2:19][C:20]3[C:25]([Cl:26])=[CH:24][C:23]([C:44]4[CH:45]=[CH:46][C:41]([C:39]([O:38][CH3:37])=[O:40])=[CH:42][CH:43]=4)=[CH:22][C:21]=3[Cl:35])[C:15]2=[O:36])[CH2:12][CH2:13]1)=[O:7])([CH3:3])([CH3:4])[CH3:2], predict the reactants needed to synthesize it. The reactants are: [C:1]([O:5][C:6]([N:8]1[CH2:13][CH2:12][CH:11]([N:14]2[CH2:18][CH2:17][CH:16]([CH2:19][C:20]3[C:25]([Cl:26])=[CH:24][C:23](OS(C(F)(F)F)(=O)=O)=[CH:22][C:21]=3[Cl:35])[C:15]2=[O:36])[CH2:10][CH2:9]1)=[O:7])([CH3:4])([CH3:3])[CH3:2].[CH3:37][O:38][C:39]([C:41]1[CH:46]=[CH:45][C:44](B(O)O)=[CH:43][CH:42]=1)=[O:40].C([O-])([O-])=O.[K+].[K+]. (4) Given the product [CH2:14]([O:16][C:17](=[O:27])[C:18]1[CH:23]=[CH:22][C:21]([N:24]2[C:12](=[O:38])[C:5]3([CH2:11][CH2:10][CH2:9][CH2:8][CH2:7][CH2:6]3)[N:4]([CH:1]3[CH2:3][CH2:2]3)[C:25]2=[O:26])=[CH:20][CH:19]=1)[CH3:15], predict the reactants needed to synthesize it. The reactants are: [CH:1]1([NH:4][C:5]2([C:12]#N)[CH2:11][CH2:10][CH2:9][CH2:8][CH2:7][CH2:6]2)[CH2:3][CH2:2]1.[CH2:14]([O:16][C:17](=[O:27])[C:18]1[CH:23]=[CH:22][C:21]([N:24]=[C:25]=[O:26])=[CH:20][CH:19]=1)[CH3:15].C(N(CC)CC)C.C1C[O:38]CC1. (5) Given the product [CH:16]1[C:25]2[C:20](=[CH:21][CH:22]=[CH:23][CH:24]=2)[CH:19]=[CH:18][C:17]=1[C:2]1[C:15]2[C:10]([CH:9]=[C:8]3[C:3]=1[CH:4]=[CH:5][CH:6]=[CH:7]3)=[CH:11][CH:12]=[CH:13][CH:14]=2, predict the reactants needed to synthesize it. The reactants are: Br[C:2]1[C:3]2[C:8]([CH:9]=[C:10]3[C:15]=1[CH:14]=[CH:13][CH:12]=[CH:11]3)=[CH:7][CH:6]=[CH:5][CH:4]=2.[CH:16]1[C:25]2[C:20](=[CH:21][CH:22]=[CH:23][CH:24]=2)[CH:19]=[CH:18][C:17]=1OB(O)O.C(=O)([O-])[O-].[Na+].[Na+].C(O)C.